This data is from NCI-60 drug combinations with 297,098 pairs across 59 cell lines. The task is: Regression. Given two drug SMILES strings and cell line genomic features, predict the synergy score measuring deviation from expected non-interaction effect. (1) Drug 1: CC1CCC2CC(C(=CC=CC=CC(CC(C(=O)C(C(C(=CC(C(=O)CC(OC(=O)C3CCCCN3C(=O)C(=O)C1(O2)O)C(C)CC4CCC(C(C4)OC)O)C)C)O)OC)C)C)C)OC. Drug 2: CCCCC(=O)OCC(=O)C1(CC(C2=C(C1)C(=C3C(=C2O)C(=O)C4=C(C3=O)C=CC=C4OC)O)OC5CC(C(C(O5)C)O)NC(=O)C(F)(F)F)O. Cell line: KM12. Synergy scores: CSS=33.2, Synergy_ZIP=3.63, Synergy_Bliss=1.02, Synergy_Loewe=-3.19, Synergy_HSA=-2.78. (2) Drug 1: COC1=C(C=C2C(=C1)N=CN=C2NC3=CC(=C(C=C3)F)Cl)OCCCN4CCOCC4. Drug 2: CC1C(C(CC(O1)OC2CC(CC3=C2C(=C4C(=C3O)C(=O)C5=C(C4=O)C(=CC=C5)OC)O)(C(=O)C)O)N)O.Cl. Cell line: HCT116. Synergy scores: CSS=51.2, Synergy_ZIP=7.15, Synergy_Bliss=7.23, Synergy_Loewe=-10.2, Synergy_HSA=9.38. (3) Cell line: ACHN. Drug 1: C1=NC2=C(N=C(N=C2N1C3C(C(C(O3)CO)O)O)F)N. Drug 2: CS(=O)(=O)OCCCCOS(=O)(=O)C. Synergy scores: CSS=16.1, Synergy_ZIP=-6.22, Synergy_Bliss=-3.79, Synergy_Loewe=0.0941, Synergy_HSA=0.669. (4) Drug 1: CC1CCC2CC(C(=CC=CC=CC(CC(C(=O)C(C(C(=CC(C(=O)CC(OC(=O)C3CCCCN3C(=O)C(=O)C1(O2)O)C(C)CC4CCC(C(C4)OC)O)C)C)O)OC)C)C)C)OC. Drug 2: CC1=C(N=C(N=C1N)C(CC(=O)N)NCC(C(=O)N)N)C(=O)NC(C(C2=CN=CN2)OC3C(C(C(C(O3)CO)O)O)OC4C(C(C(C(O4)CO)O)OC(=O)N)O)C(=O)NC(C)C(C(C)C(=O)NC(C(C)O)C(=O)NCCC5=NC(=CS5)C6=NC(=CS6)C(=O)NCCC[S+](C)C)O. Cell line: NCIH23. Synergy scores: CSS=57.6, Synergy_ZIP=-2.40, Synergy_Bliss=-1.42, Synergy_Loewe=4.17, Synergy_HSA=5.42. (5) Drug 1: CC(C1=C(C=CC(=C1Cl)F)Cl)OC2=C(N=CC(=C2)C3=CN(N=C3)C4CCNCC4)N. Drug 2: C1=CC=C(C=C1)NC(=O)CCCCCCC(=O)NO. Cell line: BT-549. Synergy scores: CSS=3.57, Synergy_ZIP=1.23, Synergy_Bliss=3.44, Synergy_Loewe=-2.14, Synergy_HSA=-0.777. (6) Drug 1: C1=NNC2=C1C(=O)NC=N2. Drug 2: COCCOC1=C(C=C2C(=C1)C(=NC=N2)NC3=CC=CC(=C3)C#C)OCCOC.Cl. Cell line: MOLT-4. Synergy scores: CSS=5.64, Synergy_ZIP=-0.465, Synergy_Bliss=1.85, Synergy_Loewe=1.05, Synergy_HSA=0.586. (7) Cell line: MCF7. Synergy scores: CSS=8.41, Synergy_ZIP=-1.87, Synergy_Bliss=-0.0141, Synergy_Loewe=-9.32, Synergy_HSA=-2.65. Drug 2: C1CN(CCN1C(=O)CCBr)C(=O)CCBr. Drug 1: CC1=C(C=C(C=C1)NC2=NC=CC(=N2)N(C)C3=CC4=NN(C(=C4C=C3)C)C)S(=O)(=O)N.Cl.